From a dataset of Reaction yield outcomes from USPTO patents with 853,638 reactions. Predict the reaction yield, written as a fraction of the theoretical maximum amount of product (1.0 means a 100% yield; for example, 0.34 means a 34% yield). (1) The reactants are [CH:1]12[O:6][CH:2]1[CH2:3][CH2:4][CH2:5]2.[N-:7]=[N+:8]=[N-:9].[Na+].[NH4+].[Cl-]. The catalyst is CO.O. The product is [N:7]([C@@H:1]1[CH2:5][CH2:4][CH2:3][C@H:2]1[OH:6])=[N+:8]=[N-:9]. The yield is 0.930. (2) The reactants are [Si:1](Cl)([C:4]([CH3:7])([CH3:6])[CH3:5])([CH3:3])[CH3:2].[OH:9][CH2:10][C@@H:11]1[CH:26]=[C:25]2[C@@H:15]([CH2:16][C:17]3[C:27]4[C:20](=[CH:21][CH:22]=[CH:23][C:24]2=4)[NH:19][CH:18]=3)[N:13]([CH3:14])[CH2:12]1.C(N(CC)CC)C.O. The catalyst is CN(C)C=O. The product is [O:9]([CH2:10][C@@H:11]1[CH:26]=[C:25]2[C@@H:15]([CH2:16][C:17]3[C:27]4[C:20](=[CH:21][CH:22]=[CH:23][C:24]2=4)[NH:19][CH:18]=3)[N:13]([CH3:14])[CH2:12]1)[Si:1]([C:4]([CH3:7])([CH3:6])[CH3:5])([CH3:3])[CH3:2]. The yield is 0.965. (3) The reactants are [CH3:1][C:2]1[NH:3][C:4]2[CH:10]=[CH:9][CH:8]=[CH:7][C:5]=2[N:6]=1.[OH-].[K+].[CH3:13]I.O. The catalyst is CC(C)=O. The product is [CH3:13][N:3]1[C:4]2[CH:10]=[CH:9][CH:8]=[CH:7][C:5]=2[N:6]=[C:2]1[CH3:1]. The yield is 0.540. (4) The reactants are [Br:1][C:2]1[CH:14]=[CH:13][C:12]2[C:11]3[C:6](=[CH:7][C:8]([Br:15])=[CH:9][CH:10]=3)[CH2:5][C:4]=2[CH:3]=1.[CH2:16](Br)[CH2:17][CH2:18][CH3:19].[OH-].[Na+]. The catalyst is [Cl-].C([N+](CCCC)(CCCC)CCCC)CCC. The product is [CH2:16]([C:5]1([CH2:14][CH2:2][CH2:3][CH3:4])[C:4]2[CH:3]=[C:2]([Br:1])[CH:14]=[CH:13][C:12]=2[C:11]2[C:6]1=[CH:7][C:8]([Br:15])=[CH:9][CH:10]=2)[CH2:17][CH2:18][CH3:19]. The yield is 0.960. (5) The reactants are Br[C:2]1[CH:3]=[C:4]([N+:9]([O-:11])=[O:10])[CH:5]=[CH:6][C:7]=1[F:8]. The catalyst is CN(C=O)C.[Cu]. The product is [F:8][C:7]1[CH:6]=[CH:5][C:4]([N+:9]([O-:11])=[O:10])=[CH:3][C:2]=1[C:2]1[CH:3]=[C:4]([N+:9]([O-:11])=[O:10])[CH:5]=[CH:6][C:7]=1[F:8]. The yield is 0.650. (6) The reactants are [C:1]([C:5]1[CH:6]=[C:7]([CH:22]=[CH:23][CH:24]=1)[CH2:8][CH:9]1[CH:13]([C:14]2[CH:19]=[CH:18][CH:17]=[C:16]([Cl:20])[CH:15]=2)[O:12]C(=O)[NH:10]1)([CH3:4])([CH3:3])[CH3:2].[OH-].[Na+]. The catalyst is C(O)C. The product is [NH2:10][CH:9]([CH2:8][C:7]1[CH:22]=[CH:23][CH:24]=[C:5]([C:1]([CH3:4])([CH3:3])[CH3:2])[CH:6]=1)[CH:13]([C:14]1[CH:19]=[CH:18][CH:17]=[C:16]([Cl:20])[CH:15]=1)[OH:12]. The yield is 0.550. (7) The reactants are [Cl:1][C:2]1[CH:7]=[CH:6][C:5]([C:8]2[C:12]([CH3:13])=[CH:11][NH:10][C:9]=2[C:14]([O:16]CC)=[O:15])=[CH:4][CH:3]=1.[OH-].[Na+]. The catalyst is C1COCC1.CO. The product is [Cl:1][C:2]1[CH:7]=[CH:6][C:5]([C:8]2[C:12]([CH3:13])=[CH:11][NH:10][C:9]=2[C:14]([OH:16])=[O:15])=[CH:4][CH:3]=1. The yield is 0.960. (8) The reactants are [H-].[Na+].[CH:3]1([CH:9]([OH:14])[C:10]([F:13])([F:12])[F:11])[CH2:8][CH2:7][CH2:6][CH2:5][CH2:4]1.[NH2:15][C:16]1[N:21]=[C:20](Cl)[CH:19]=[C:18]([Cl:23])[N:17]=1.O. The catalyst is C1COCC1.C(OCC)(=O)C. The product is [Cl:23][C:18]1[CH:19]=[C:20]([O:14][CH:9]([CH:3]2[CH2:4][CH2:5][CH2:6][CH2:7][CH2:8]2)[C:10]([F:12])([F:13])[F:11])[N:21]=[C:16]([NH2:15])[N:17]=1. The yield is 0.650.